This data is from Reaction yield outcomes from USPTO patents with 853,638 reactions. The task is: Predict the reaction yield, written as a fraction of the theoretical maximum amount of product (1.0 means a 100% yield; for example, 0.34 means a 34% yield). (1) The reactants are [F:1][C:2]1[CH:7]=[CH:6][C:5]([C:8]2[C:9](=[O:20])[C:10]([C:15]([O:17]CC)=[O:16])=[CH:11][N:12]([CH3:14])[CH:13]=2)=[CH:4][CH:3]=1.[OH-].[Na+]. The catalyst is O. The product is [F:1][C:2]1[CH:3]=[CH:4][C:5]([C:8]2[C:9](=[O:20])[C:10]([C:15]([OH:17])=[O:16])=[CH:11][N:12]([CH3:14])[CH:13]=2)=[CH:6][CH:7]=1. The yield is 0.819. (2) The reactants are [F:1][C:2]1[CH:3]=[C:4]2[C:8](=[C:9]([CH2:11][CH2:12][C:13]3[CH:22]=[CH:21][C:16]([C:17]([O:19][CH3:20])=[O:18])=[CH:15][CH:14]=3)[CH:10]=1)[NH:7][CH2:6][CH2:5]2.[CH3:23][O:24][C:25]1[CH:26]=[C:27]([CH:30]=[C:31]([O:33][CH3:34])[CH:32]=1)[CH2:28]Br.C([O-])([O-])=O.[K+].[K+]. The catalyst is CN(C=O)C. The product is [CH3:34][O:33][C:31]1[CH:30]=[C:27]([CH:26]=[C:25]([O:24][CH3:23])[CH:32]=1)[CH2:28][N:7]1[C:8]2[C:4](=[CH:3][C:2]([F:1])=[CH:10][C:9]=2[CH2:11][CH2:12][C:13]2[CH:22]=[CH:21][C:16]([C:17]([O:19][CH3:20])=[O:18])=[CH:15][CH:14]=2)[CH2:5][CH2:6]1. The yield is 0.650. (3) The reactants are [CH2:1]([O:3][C:4]([C:6]1[CH:7]([C:18]2[CH:23]=[CH:22][C:21]([F:24])=[CH:20][CH:19]=2)[NH:8][C:9](=[O:17])[N:10]([CH2:12][O:13][CH2:14][CH2:15][CH3:16])[CH:11]=1)=[O:5])[CH3:2].[CH3:25][Si](C)(C)N[Si](C)(C)C.[K].CI.[NH4+].[Cl-]. The catalyst is C1COCC1. The product is [CH2:1]([O:3][C:4]([C:6]1[CH:7]([C:18]2[CH:23]=[CH:22][C:21]([F:24])=[CH:20][CH:19]=2)[N:8]([CH3:25])[C:9](=[O:17])[N:10]([CH2:12][O:13][CH2:14][CH2:15][CH3:16])[CH:11]=1)=[O:5])[CH3:2]. The yield is 0.910. (4) The product is [N+:1]([C:4]1[CH:5]=[CH:6][C:7]([C:10](=[O:12])/[CH:11]=[CH:19]/[C:16]2[CH:17]=[CH:18][N:13]=[CH:14][CH:15]=2)=[CH:8][CH:9]=1)([O-:3])=[O:2]. The reactants are [N+:1]([C:4]1[CH:9]=[CH:8][C:7]([C:10](=[O:12])[CH3:11])=[CH:6][CH:5]=1)([O-:3])=[O:2].[N:13]1[CH:18]=[CH:17][C:16]([CH:19]=O)=[CH:15][CH:14]=1.[OH-].[Na+]. The yield is 0.250. The catalyst is O.O.C(O)C. (5) The reactants are [CH2:1]([N:8]1[CH2:13][CH2:12][N:11]([C:14]2[CH:19]=[CH:18][C:17]([N+:20]([O-])=O)=[C:16]([CH2:23][S:24]([C:27]3[CH:32]=[CH:31][CH:30]=[CH:29][CH:28]=3)(=[O:26])=[O:25])[CH:15]=2)[CH2:10][CH2:9]1)[C:2]1[CH:7]=[CH:6][CH:5]=[CH:4][CH:3]=1.[Sn].C([O-])(O)=O.[Na+].CCOCC. The catalyst is CO.Cl. The product is [CH2:1]([N:8]1[CH2:13][CH2:12][N:11]([C:14]2[CH:19]=[CH:18][C:17]([NH2:20])=[C:16]([CH2:23][S:24]([C:27]3[CH:32]=[CH:31][CH:30]=[CH:29][CH:28]=3)(=[O:26])=[O:25])[CH:15]=2)[CH2:10][CH2:9]1)[C:2]1[CH:3]=[CH:4][CH:5]=[CH:6][CH:7]=1. The yield is 0.970. (6) The reactants are [CH3:1][N+:2]([CH2:5][C@H:6]([NH2:11])[CH2:7][C:8]([O-:10])=[O:9])([CH3:4])[CH3:3].[CH2:12]([O:15][C:16]1[CH:31]=[CH:30][C:19]([C:20](ON2C(=O)CCC2=O)=[O:21])=[CH:18][CH:17]=1)[CH2:13][CH3:14].CN(C=O)C.C(N(C(C)C)CC)(C)C. The catalyst is C(OCC)C. The product is [CH2:12]([O:15][C:16]1[CH:31]=[CH:30][C:19]([C:20]([NH:11][C@@H:6]([CH2:5][N+:2]([CH3:3])([CH3:4])[CH3:1])[CH2:7][C:8]([O-:10])=[O:9])=[O:21])=[CH:18][CH:17]=1)[CH2:13][CH3:14]. The yield is 0.210. (7) The reactants are [Br:1][C:2]1[C:3](=[O:8])[NH:4][CH:5]=[N:6][CH:7]=1.Cl[CH:10]([C:17]1[CH:22]=[CH:21][CH:20]=[CH:19][CH:18]=1)[CH2:11][N:12]1[CH2:16][CH2:15][CH2:14][CH2:13]1. No catalyst specified. The product is [Br:1][C:2]1[C:3](=[O:8])[NH:4][C:5]([CH:10]([C:17]2[CH:22]=[CH:21][CH:20]=[CH:19][CH:18]=2)[CH2:11][N:12]2[CH2:13][CH2:14][CH2:15][CH2:16]2)=[N:6][CH:7]=1. The yield is 0.670. (8) The reactants are [N+:1]([C:4]1[CH:15]=[CH:14][C:7]([CH2:8][N:9]2[CH:13]=[N:12][N:11]=[N:10]2)=[CH:6][CH:5]=1)([O-])=O.C(O)C. The catalyst is [C].[Pd].O1CCCC1. The product is [NH2:1][C:4]1[CH:15]=[CH:14][C:7]([CH2:8][N:9]2[CH:13]=[N:12][N:11]=[N:10]2)=[CH:6][CH:5]=1. The yield is 0.710. (9) The reactants are C(Cl)(=O)[C:2](Cl)=[O:3].[F:7][C:8]1[CH:13]=[CH:12][CH:11]=[CH:10][C:9]=1[C:14]1[O:18][N:17]=[C:16]([C:19]2[CH:20]=[C:21]([CH:25]=[CH:26][CH:27]=2)[C:22]([NH2:24])=[O:23])[N:15]=1. The catalyst is ClCCl. The product is [F:7][C:8]1[CH:13]=[CH:12][CH:11]=[CH:10][C:9]=1[C:14]1[O:18][N:17]=[C:16]([C:19]2[CH:20]=[C:21]([CH:25]=[CH:26][CH:27]=2)[C:22]([N:24]=[C:2]=[O:3])=[O:23])[N:15]=1. The yield is 0.950. (10) The reactants are [CH:1]([C:4]1[CH:9]=[CH:8][C:7]([CH:10]=[C:11]([CH3:21])[CH2:12][O:13]C2C=CC(C)=CC=2)=[CH:6][CH:5]=1)([CH3:3])[CH3:2]. The catalyst is CN(C)C1C=CC=CC=1.C(OC(C)C)(C)C. The product is [CH:1]([C:4]1[CH:5]=[CH:6][C:7]([CH:10]([C:11]2[CH:21]=[C:4]([CH3:5])[CH:1]=[CH:2][C:12]=2[OH:13])[C:7]([CH3:8])=[CH2:6])=[CH:8][CH:9]=1)([CH3:2])[CH3:3]. The yield is 0.950.